Dataset: Forward reaction prediction with 1.9M reactions from USPTO patents (1976-2016). Task: Predict the product of the given reaction. (1) Given the reactants [CH3:1][O:2][C:3]([C@H:5]1[CH2:9][CH2:8][C@H:7]([NH:10]C(OC(C)(C)C)=O)[CH2:6]1)=[O:4].O1CCOCC1.[ClH:24], predict the reaction product. The product is: [ClH:24].[CH3:1][O:2][C:3]([C@H:5]1[CH2:9][CH2:8][C@H:7]([NH2:10])[CH2:6]1)=[O:4]. (2) Given the reactants S(Cl)(Cl)=O.[C:5]([O:9][C:10]([N:12]1[CH2:17][CH2:16][C@@H:15]([CH2:18][CH2:19][C:20]([C:22]2[C:31]3[C:26](=[CH:27][CH:28]=[C:29]([O:32][CH3:33])[CH:30]=3)[N:25]=[CH:24][C:23]=2[F:34])=[O:21])[C@@H:14]([C:35]([OH:37])=[O:36])[CH2:13]1)=[O:11])([CH3:8])([CH3:7])[CH3:6].[CH:38](N(CC)C(C)C)(C)C, predict the reaction product. The product is: [C:5]([O:9][C:10]([N:12]1[CH2:17][CH2:16][C@@H:15]([CH2:18][CH2:19][C:20]([C:22]2[C:31]3[C:26](=[CH:27][CH:28]=[C:29]([O:32][CH3:33])[CH:30]=3)[N:25]=[CH:24][C:23]=2[F:34])=[O:21])[C@@H:14]([C:35]([O:37][CH3:38])=[O:36])[CH2:13]1)=[O:11])([CH3:8])([CH3:6])[CH3:7]. (3) Given the reactants O[CH2:2][C:3]1[CH:16]=[N:15][C:6]2[C:7]3[N:8]([CH:12]=[CH:13][CH:14]=3)[C:9](=[O:11])[NH:10][C:5]=2[CH:4]=1.[CH2:17]([NH:19][C:20](=[O:33])[C:21]1[CH:26]=[CH:25][C:24]([N:27]2[CH2:32][CH2:31][NH:30][CH2:29][CH2:28]2)=[CH:23][CH:22]=1)[CH3:18].[I-].C(C[P+](C)(C)C)#N.C(N(C(C)C)C(C)C)C, predict the reaction product. The product is: [CH2:17]([NH:19][C:20](=[O:33])[C:21]1[CH:22]=[CH:23][C:24]([N:27]2[CH2:28][CH2:29][N:30]([CH2:2][C:3]3[CH:16]=[N:15][C:6]4[C:7]5[N:8]([CH:12]=[CH:13][CH:14]=5)[C:9](=[O:11])[NH:10][C:5]=4[CH:4]=3)[CH2:31][CH2:32]2)=[CH:25][CH:26]=1)[CH3:18]. (4) Given the reactants Br[CH:2]1[CH2:8][CH2:7][CH2:6][C:5]2[CH:9]=[CH:10][C:11]([F:13])=[CH:12][C:4]=2[C:3]1=O.[NH2:15][C:16]([NH2:18])=[S:17], predict the reaction product. The product is: [F:13][C:11]1[CH:10]=[CH:9][C:5]2[CH2:6][CH2:7][CH2:8][C:2]3[S:17][C:16]([NH2:18])=[N:15][C:3]=3[C:4]=2[CH:12]=1. (5) The product is: [OH:4][CH2:5][C:6]1[C:7]([N:39]2[CH2:51][CH2:50][N:42]3[C:43]4[CH2:44][CH2:45][CH2:46][CH2:47][C:48]=4[CH:49]=[C:41]3[C:40]2=[O:52])=[N:8][CH:9]=[CH:10][C:11]=1[C:12]1[CH:17]=[C:16]([NH:18][C:19]2[CH:24]=[CH:23][C:22]([N:25]3[C@@H:30]4[CH2:31][CH2:32][C@H:26]3[CH2:27][N:28]([CH:33]3[CH2:36][O:35][CH2:34]3)[CH2:29]4)=[CH:21][N:20]=2)[C:15](=[O:37])[N:14]([CH3:38])[CH:13]=1. Given the reactants C([O:4][CH2:5][C:6]1[C:7]([N:39]2[CH2:51][CH2:50][N:42]3[C:43]4[CH2:44][CH2:45][CH2:46][CH2:47][C:48]=4[CH:49]=[C:41]3[C:40]2=[O:52])=[N:8][CH:9]=[CH:10][C:11]=1[C:12]1[CH:17]=[C:16]([NH:18][C:19]2[CH:24]=[CH:23][C:22]([N:25]3[CH:30]4[CH2:31][CH2:32][CH:26]3[CH2:27][N:28]([CH:33]3[CH2:36][O:35][CH2:34]3)[CH2:29]4)=[CH:21][N:20]=2)[C:15](=[O:37])[N:14]([CH3:38])[CH:13]=1)(=O)C.[OH-].[Li+], predict the reaction product. (6) Given the reactants Cl[C:2]1[C:3]2[C:4](=[CH:19][N:20](CC3C=CC(OC)=CC=3)[N:21]=2)[N:5]=[C:6]([C:8]2[CH:18]=[CH:17][C:11]3[O:12][CH2:13][C:14](=[O:16])[NH:15][C:10]=3[CH:9]=2)[N:7]=1.[NH2:31][C:32]1[CH:41]=[C:40]2[C:35]([CH2:36][CH2:37][C:38](=[O:42])[NH:39]2)=[CH:34][CH:33]=1.Cl, predict the reaction product. The product is: [O:42]=[C:38]1[CH2:37][CH2:36][C:35]2[C:40](=[CH:41][C:32]([NH:31][C:2]3[C:3]4[NH:21][N:20]=[CH:19][C:4]=4[N:5]=[C:6]([C:8]4[CH:18]=[CH:17][C:11]5[O:12][CH2:13][C:14](=[O:16])[NH:15][C:10]=5[CH:9]=4)[N:7]=3)=[CH:33][CH:34]=2)[NH:39]1. (7) Given the reactants [ClH:1].[CH:2]1[C:7]([C@H:8]2[C@H:13]([CH2:14][O:15][C:16]3[CH:17]=[CH:18][C:19]4[O:24][CH2:23][O:22][C:20]=4[CH:21]=3)[CH2:12][NH:11][CH2:10][CH2:9]2)=[CH:6][CH:5]=[C:4]([F:25])[CH:3]=1.O=C1O[C@H]([C@H](CO)O)C(O)=C1O, predict the reaction product. The product is: [CH:6]1[C:7]([C@H:8]2[C@H:13]([CH2:14][O:15][C:16]3[CH:17]=[CH:18][C:19]4[O:24][CH2:23][O:22][C:20]=4[CH:21]=3)[CH2:12][NH:11][CH2:10][CH2:9]2)=[CH:2][CH:3]=[C:4]([F:25])[CH:5]=1.[ClH:1]. (8) Given the reactants [Cl:1][C:2]1[CH:7]=[CH:6][C:5]([CH:8]([OH:13])[C:9]([F:12])([F:11])[F:10])=[C:4]([N:14]2[CH:18]=[CH:17][C:16]([CH3:19])=[N:15]2)[CH:3]=1.[NH2:20][C:21]1[N:26]=[C:25]([C:27]2[CH:32]=[CH:31][C:30]([CH2:33][C@H:34]([NH:38]C(OC(C)(C)C)=O)[C:35]([OH:37])=[O:36])=[CH:29][CH:28]=2)[CH:24]=[C:23](Cl)[N:22]=1.O1CCOCC1.C([O-])([O-])=O.[Cs+].[Cs+], predict the reaction product. The product is: [NH2:38][C@@H:34]([CH2:33][C:30]1[CH:31]=[CH:32][C:27]([C:25]2[CH:24]=[C:23]([O:13][C@H:8]([C:5]3[CH:6]=[CH:7][C:2]([Cl:1])=[CH:3][C:4]=3[N:14]3[CH:18]=[CH:17][C:16]([CH3:19])=[N:15]3)[C:9]([F:12])([F:11])[F:10])[N:22]=[C:21]([NH2:20])[N:26]=2)=[CH:28][CH:29]=1)[C:35]([OH:37])=[O:36].